From a dataset of Catalyst prediction with 721,799 reactions and 888 catalyst types from USPTO. Predict which catalyst facilitates the given reaction. Product: [NH2:1][C:2]1[C:10]([CH3:11])=[CH:9][C:8]([C:12]2[CH:13]=[C:14]3[C:20]([C:21]4[CH:26]=[CH:25][CH:24]=[CH:23][C:22]=4[O:27][CH3:28])=[N:19][NH:18][C:15]3=[N:16][CH:17]=2)=[CH:7][C:3]=1[C:4]([OH:6])=[O:5]. Reactant: [NH2:1][C:2]1[C:10]([CH3:11])=[CH:9][C:8]([C:12]2[CH:13]=[C:14]3[C:20]([C:21]4[CH:26]=[CH:25][CH:24]=[CH:23][C:22]=4[O:27][CH3:28])=[N:19][N:18](COCC[Si](C)(C)C)[C:15]3=[N:16][CH:17]=2)=[CH:7][C:3]=1[C:4]([OH:6])=[O:5].Cl(O)(=O)(=O)=O. The catalyst class is: 86.